Dataset: Experimentally validated miRNA-target interactions with 360,000+ pairs, plus equal number of negative samples. Task: Binary Classification. Given a miRNA mature sequence and a target amino acid sequence, predict their likelihood of interaction. (1) The protein sequence of the target gene is MAVFPWHSRNRNYKAEFASCRLEAVPLEFGDYHPLKPITVTESKTKKVNRKGSTSSTSSSSSSSVVDPLSSVLDGTDPLSMFAATADPAALAAAMDSSRRKRDRDDNSVVGSDFEPWTNKRGEILARYTTTEKLSINLFMGSEKGKAGTATLAMSEKVRTRLEELDDFEEGSQKELLNLTQQDYVNRIEELNQSLKDAWASDQKVKALKIVIQCSKLLSDTSVIQFYPSKFVLITDILDTFGKLVYERIFSMCVDSRSVLPDHFSPENANDTAKETCLNWFFKIASIRELIPRFYVEASI.... Result: 0 (no interaction). The miRNA is hsa-miR-6767-3p with sequence CCACGUGCUUCUCUUUCCGCAG. (2) The protein sequence of the target gene is MPDPAKSAPAPKKGSKKAVTKAQKKDGKKRKRSRKESYSVYVYKVLKQVHPDTGISSKAMGIMNSFVNDIFERIAGEASRLAHYNKRSTITSREIQTAVRLLLPGELAKHAVSEGTKAVTKYTSSK. The miRNA is hsa-miR-8061 with sequence CUUAGAUUAGAGGAUAUUGUU. Result: 0 (no interaction). (3) The miRNA is cgr-miR-29b-3p with sequence UAGCACCAUUUGAAAUCAGUGUU. The protein sequence of the target gene is MAEEQEFTQLCKLPAQPSHPHCVNNTYRSAQHSQALLRGLLALRDSGILFDVVLVVEGRHIEAHRILLAASCDYFRGMFAGGLKEMEQEEVLIHGVSYNAMCQILHFIYTSELELSLSNVQETLVAACQLQIPEIIHFCCDFLMSWVDEENILDVYRLAELFDLSRLTEQLDTYILKNFVAFSRTDKYRQLPLEKVYSLLSSNRLEVSCETEVYEGALLYHYSLEQVQADQISLHEPPKLLETVRFPLMEAEVLQRLHDKLDPSPLRDTVASALMYHRNESLQPSLQSPQTELRSDFQCV.... Result: 0 (no interaction). (4) The miRNA is mmu-miR-28c with sequence AGGAGCUCACAGUCUAUUGA. The protein sequence of the target gene is MAPAQRPLLPLLLLLLPLPPPPFARAEDAARANSDRYAVYWNRSNPRFHAGAGDDGGGYTVEVSINDYLDIYCPHYGAPLPPAERMEHYVLYMVNGEGHASCDHRQRGFKRWECNRPAAPGGPLKFSEKFQLFTPFSLGFEFRPGHEYYYISATPPNAVDRPCLRLKVYVRPTNETLYEAPEPIFTSNNSCSSPGGCRLFLSTIPVLWTLLGS. Result: 0 (no interaction). (5) The miRNA is hsa-miR-1268b with sequence CGGGCGUGGUGGUGGGGGUG. The protein sequence of the target gene is MRAHPGGGRCCPEQEEGESAAGGSGAGGDSAIEQGGQGSALAPSPVSGVRREGARGGGRGRGRWKQAARGGGVCGRGRGRGRGRGRGRGRGRGRGRPQSGGSGLGGDGGGGAGGCGGGSGGGVAPRRDPVPFPSGSSGPGPRGPRATESGKRMDCPALPPGWKKEEVIRKSGLSAGKSDVYYFSPSGKKFRSKPQLARYLGNAVDLSSFDFRTGKMMPSKLQKNKQRLRNDPLNQNKGKPDLNTTLPIRQTASIFKQPVTKFTNHPSNKVKSDPQRMNEQPRQLFWEKRLQGLSASDVTE.... Result: 0 (no interaction).